This data is from Experimentally validated miRNA-target interactions with 360,000+ pairs, plus equal number of negative samples. The task is: Binary Classification. Given a miRNA mature sequence and a target amino acid sequence, predict their likelihood of interaction. (1) The miRNA is hsa-miR-128-2-5p with sequence GGGGGCCGAUACACUGUACGAGA. The protein sequence of the target gene is MSSSGTLSNYYVDSLIGHEGDEVFAARFGPPGPGTQGRPAGVADGPAAATAEFASCSFAPKSSVFSASWSAVAAQPPAAATMSGLYHPYVSPPPLAAAEPGRYVRSWMEPLPGFPGGAGGGGGSGGGGGGGPGPVPSPGGPANGRHYGIKPETGAAPAPAAASTSSSSSTSSSSSSKRTECSAARESQGSGGPEFPCNSFLRDKAAAATGNGPGVGIGTGPGAVGSSEPSACSDHPSPGCSLKEEEKQPPQPPQQQLDPNNPAANWIHARSTRKKRCPYTKYQTLELEKEFLFNMYLTRD.... Result: 0 (no interaction). (2) The miRNA is hsa-miR-370-3p with sequence GCCUGCUGGGGUGGAACCUGGU. The protein sequence of the target gene is MGPCSGSRLGPPEAESPSQPPKRRKKRYLRHDKPPYTYLAMIALVIQAAPSRRLKLAQIIRQVQAVFPFFREDYEGWKDSIRHNLSSNRCFRKVPKDPAKPQAKGNFWAVDVSLIPAEALRLQNTALCRRWQNGGARGAFAKDLGPYVLHGRPYRPPSPPPPPSEGFSIKSLLGGSGEGAPWPGLAPQSSPVPAGTGNSGEEAVPTPPLPSSERPLWPLCPLPGPTRVEGETVQGGAIGPSTLSPEPRAWPLHLLQGTAVPGGRSSGGHRASLWGQLPTSYLPIYTPNVVMPLAPPPTSC.... Result: 1 (interaction). (3) The miRNA is mmu-miR-7000-3p with sequence CACCCACCUGCCUGUCCUCCAG. The protein sequence of the target gene is MAHSTVMFRDVAVGFSQEEWECLSAYERDLYRDVMLENYSHLVSLAGCSISKPDVITLLEQGKEPWMIVRAEKRRWSRDLESRYSSNGLLPEKNTYEINLSPWEIMGRIQRRGPEDSLLGKDFEYKIYEEQENSHRVYFRHVIKTTSGKRPRYRKRTPVSLYQKTPNGEKPYECGECGKAFKVRQQLTFHQRIHTGEKPYECKECGKAFRQCAHLSRHQRIHASDKLYECKKCAKIFTCSSDLRGHQRSHVGEKPYDCKECGKAFRVRGQLMLHQRIHTGEKPYACTECGKSFRQVAHLT.... Result: 0 (no interaction). (4) The miRNA is hsa-miR-216a-3p with sequence UCACAGUGGUCUCUGGGAUUAU. The protein sequence of the target gene is MGKGCKVVVCGLLSVGKTAILEQLLYGNHTIGMEDCETMEDVYMASVETDRGVKEQLHLYDTRGLQEGVELPKHYFSFADGFVLVYSVNNLESFQRVELLKKEIDKFKDKKEVAIVVLGNKIDLSEQRQVDAEVAQQWAKSEKVRLWEVTVTDRKTLIEPFTLLASKLSQPQSKSSFPLPGRKNKGNSNSEN. Result: 0 (no interaction).